Dataset: Forward reaction prediction with 1.9M reactions from USPTO patents (1976-2016). Task: Predict the product of the given reaction. (1) Given the reactants [Cl:1][C:2]1[CH:7]=[CH:6][C:5]([C:8]2[S:9][CH:10]=[C:11]([C:13]([CH3:17])([CH3:16])[CH2:14][NH2:15])[N:12]=2)=[CH:4][CH:3]=1.[F:18][C:19]([F:35])([F:34])[C:20]1[O:24][N:23]=[C:22]([C:25]2[CH:26]=[C:27]([CH:31]=[CH:32][CH:33]=2)[C:28](O)=[O:29])[N:21]=1, predict the reaction product. The product is: [Cl:1][C:2]1[CH:3]=[CH:4][C:5]([C:8]2[S:9][CH:10]=[C:11]([C:13]([CH3:17])([CH3:16])[CH2:14][NH:15][C:28](=[O:29])[C:27]3[CH:31]=[CH:32][CH:33]=[C:25]([C:22]4[N:21]=[C:20]([C:19]([F:35])([F:34])[F:18])[O:24][N:23]=4)[CH:26]=3)[N:12]=2)=[CH:6][CH:7]=1. (2) Given the reactants [CH3:1][C:2]1([O:5][CH2:4]1)[CH3:3].[C:6]([O:10][C:11]([N:13]1[CH2:18][CH2:17][CH:16]([NH:19][CH2:20][C:21]2[CH:26]=[CH:25][C:24]([F:27])=[CH:23][C:22]=2[C:28]([F:31])([F:30])[F:29])[CH2:15][CH2:14]1)=[O:12])([CH3:9])([CH3:8])[CH3:7].C([O-])(O)=O.[Na+], predict the reaction product. The product is: [C:6]([O:10][C:11]([N:13]1[CH2:18][CH2:17][CH:16]([N:19]([CH2:20][C:21]2[CH:26]=[CH:25][C:24]([F:27])=[CH:23][C:22]=2[C:28]([F:30])([F:31])[F:29])[CH2:4][C:2]([OH:5])([CH3:3])[CH3:1])[CH2:15][CH2:14]1)=[O:12])([CH3:9])([CH3:7])[CH3:8]. (3) Given the reactants [CH3:1][N:2]([CH3:33])[C:3]1([C:26]2[CH:31]=[CH:30][C:29]([F:32])=[CH:28][CH:27]=2)[CH2:8][CH2:7][C:6](=[CH:9][C:10]([N:12]2[CH2:16][CH2:15][CH:14]([C:17]3[C:25]4[C:20](=[CH:21][CH:22]=[CH:23][CH:24]=4)[NH:19][CH:18]=3)[CH2:13]2)=[O:11])[CH2:5][CH2:4]1, predict the reaction product. The product is: [CH3:33][N:2]([CH3:1])[C:3]1([C:26]2[CH:27]=[CH:28][C:29]([F:32])=[CH:30][CH:31]=2)[CH2:8][CH2:7][CH:6]([CH2:9][C:10]([N:12]2[CH2:16][CH2:15][CH:14]([C:17]3[C:25]4[C:20](=[CH:21][CH:22]=[CH:23][CH:24]=4)[NH:19][CH:18]=3)[CH2:13]2)=[O:11])[CH2:5][CH2:4]1.